From a dataset of Forward reaction prediction with 1.9M reactions from USPTO patents (1976-2016). Predict the product of the given reaction. Given the reactants [Cl:1][C:2]1[CH:3]=[CH:4][C:5]([O:15][CH2:16][C:17]2[CH:22]=[CH:21][CH:20]=[CH:19][CH:18]=2)=[C:6]([C:8](=O)[CH2:9][CH2:10][C:11](=O)[CH3:12])[CH:7]=1.Cl.[CH3:24][S:25]([C:28]1[CH:34]=[CH:33][C:31]([NH2:32])=[CH:30][CH:29]=1)(=[O:27])=[O:26].C(N(CC)CC)C, predict the reaction product. The product is: [Cl:1][C:2]1[CH:3]=[CH:4][C:5]([O:15][CH2:16][C:17]2[CH:22]=[CH:21][CH:20]=[CH:19][CH:18]=2)=[C:6]([C:8]2[N:32]([C:31]3[CH:30]=[CH:29][C:28]([S:25]([CH3:24])(=[O:27])=[O:26])=[CH:34][CH:33]=3)[C:11]([CH3:12])=[CH:10][CH:9]=2)[CH:7]=1.